Regression. Given two drug SMILES strings and cell line genomic features, predict the synergy score measuring deviation from expected non-interaction effect. From a dataset of NCI-60 drug combinations with 297,098 pairs across 59 cell lines. (1) Drug 1: C1=C(C(=O)NC(=O)N1)N(CCCl)CCCl. Drug 2: CC1CCC2CC(C(=CC=CC=CC(CC(C(=O)C(C(C(=CC(C(=O)CC(OC(=O)C3CCCCN3C(=O)C(=O)C1(O2)O)C(C)CC4CCC(C(C4)OC)O)C)C)O)OC)C)C)C)OC. Cell line: UACC62. Synergy scores: CSS=36.5, Synergy_ZIP=-11.5, Synergy_Bliss=-5.41, Synergy_Loewe=-1.93, Synergy_HSA=-1.00. (2) Drug 1: C1=CC=C(C(=C1)C(C2=CC=C(C=C2)Cl)C(Cl)Cl)Cl. Drug 2: COC1=C2C(=CC3=C1OC=C3)C=CC(=O)O2. Cell line: OVCAR-8. Synergy scores: CSS=0.489, Synergy_ZIP=4.17, Synergy_Bliss=-2.70, Synergy_Loewe=-1.50, Synergy_HSA=-2.44. (3) Drug 1: CN(C)C1=NC(=NC(=N1)N(C)C)N(C)C. Drug 2: CC1CCC2CC(C(=CC=CC=CC(CC(C(=O)C(C(C(=CC(C(=O)CC(OC(=O)C3CCCCN3C(=O)C(=O)C1(O2)O)C(C)CC4CCC(C(C4)OC)O)C)C)O)OC)C)C)C)OC. Cell line: OVCAR-4. Synergy scores: CSS=10.6, Synergy_ZIP=-9.39, Synergy_Bliss=-5.77, Synergy_Loewe=-27.3, Synergy_HSA=-8.46. (4) Drug 1: C#CCC(CC1=CN=C2C(=N1)C(=NC(=N2)N)N)C3=CC=C(C=C3)C(=O)NC(CCC(=O)O)C(=O)O. Drug 2: CCC1(C2=C(COC1=O)C(=O)N3CC4=CC5=C(C=CC(=C5CN(C)C)O)N=C4C3=C2)O.Cl. Cell line: COLO 205. Synergy scores: CSS=58.1, Synergy_ZIP=0.893, Synergy_Bliss=3.25, Synergy_Loewe=12.7, Synergy_HSA=7.68. (5) Drug 1: C1C(C(OC1N2C=NC3=C(N=C(N=C32)Cl)N)CO)O. Drug 2: CC1C(C(CC(O1)OC2CC(CC3=C2C(=C4C(=C3O)C(=O)C5=CC=CC=C5C4=O)O)(C(=O)C)O)N)O. Cell line: NCI-H522. Synergy scores: CSS=54.2, Synergy_ZIP=-0.634, Synergy_Bliss=2.60, Synergy_Loewe=-11.8, Synergy_HSA=5.02. (6) Drug 1: CS(=O)(=O)C1=CC(=C(C=C1)C(=O)NC2=CC(=C(C=C2)Cl)C3=CC=CC=N3)Cl. Drug 2: C1CN1P(=S)(N2CC2)N3CC3. Cell line: M14. Synergy scores: CSS=-2.76, Synergy_ZIP=-1.66, Synergy_Bliss=-2.50, Synergy_Loewe=-11.4, Synergy_HSA=-5.94. (7) Drug 1: CN(C)C1=NC(=NC(=N1)N(C)C)N(C)C. Drug 2: CC(C1=C(C=CC(=C1Cl)F)Cl)OC2=C(N=CC(=C2)C3=CN(N=C3)C4CCNCC4)N. Cell line: HCT116. Synergy scores: CSS=14.6, Synergy_ZIP=-4.52, Synergy_Bliss=-0.197, Synergy_Loewe=-23.3, Synergy_HSA=-1.51.